From a dataset of Cav3 T-type calcium channel HTS with 100,875 compounds. Binary Classification. Given a drug SMILES string, predict its activity (active/inactive) in a high-throughput screening assay against a specified biological target. (1) The drug is S(c1n(c(nn1)CNc1ccc(cc1)C)C)CC(=O)Nc1ccc(cc1)C(OCC)=O. The result is 0 (inactive). (2) The drug is O1N=C(CC1CC1(CCN(CC1)C(OC(C)(C)C)=O)C(=O)NCc1ccc(OC)cc1)c1ccccc1. The result is 0 (inactive). (3) The molecule is Clc1c(cc(NC(=O)c2occc2)cc1)C(F)(F)F. The result is 1 (active). (4) The compound is Clc1cc(c2nn3c(N4CC(O)CCC4)c4CCCc4nc3c2)ccc1. The result is 0 (inactive). (5) The molecule is O(c1cc(NC(=O)CN(CC(=O)Nc2c(cccc2)C#N)C)ccc1OCC)CC. The result is 0 (inactive). (6) The drug is O(c1cc2[nH]c(NCCO)nc2cc1)CC. The result is 0 (inactive). (7) The drug is o1c(CN2CCN(CC2)C)c(O)c(=O)cc1CO. The result is 0 (inactive).